Dataset: CYP2C9 inhibition data for predicting drug metabolism from PubChem BioAssay. Task: Regression/Classification. Given a drug SMILES string, predict its absorption, distribution, metabolism, or excretion properties. Task type varies by dataset: regression for continuous measurements (e.g., permeability, clearance, half-life) or binary classification for categorical outcomes (e.g., BBB penetration, CYP inhibition). Dataset: cyp2c9_veith. (1) The drug is O=C(NCCN1CCN(C(=O)c2cc3ccccc3oc2=O)CC1)c1cc2ccccc2oc1=O. The result is 0 (non-inhibitor). (2) The compound is Cc1nnc(SCC(=O)NCC2CCCCC2)n(N)c1=O. The result is 0 (non-inhibitor).